Dataset: Reaction yield outcomes from USPTO patents with 853,638 reactions. Task: Predict the reaction yield, written as a fraction of the theoretical maximum amount of product (1.0 means a 100% yield; for example, 0.34 means a 34% yield). (1) The reactants are [C:1]([O:5][C:6](=[O:14])[NH:7][CH2:8][CH:9]1[CH2:12][CH:11]([OH:13])[CH2:10]1)([CH3:4])([CH3:3])[CH3:2].[N+:15]([C:18]1[CH:26]=[CH:25][C:21]([C:22](O)=[O:23])=[CH:20][CH:19]=1)([O-:17])=[O:16].C1(P(C2C=CC=CC=2)C2C=CC=CC=2)C=CC=CC=1.CC(OC(/N=N/C(OC(C)C)=O)=O)C. The catalyst is C1COCC1. The product is [C:1]([O:5][C:6]([NH:7][CH2:8][CH:9]1[CH2:10][CH:11]([O:13][C:22](=[O:23])[C:21]2[CH:20]=[CH:19][C:18]([N+:15]([O-:17])=[O:16])=[CH:26][CH:25]=2)[CH2:12]1)=[O:14])([CH3:4])([CH3:2])[CH3:3]. The yield is 0.650. (2) The reactants are [Cl:1][C:2]1[CH:7]=[CH:6][C:5]([C:8]([F:11])([F:10])[F:9])=[CH:4][C:3]=1[NH:12][C:13]1[N:18]2[N:19]=[CH:20][C:21]([S:22]([NH2:25])(=[O:24])=[O:23])=[C:17]2[N:16]=[CH:15][C:14]=1[C:26]([N:28]1[CH2:33][CH2:32][CH:31]([C:34]2[CH:39]=[CH:38][C:37]([F:40])=[CH:36][CH:35]=2)[CH2:30][CH2:29]1)=[O:27].[C:41](O)(=[O:44])[CH2:42][CH3:43]. No catalyst specified. The product is [Cl:1][C:2]1[CH:7]=[CH:6][C:5]([C:8]([F:10])([F:9])[F:11])=[CH:4][C:3]=1[NH:12][C:13]1[N:18]2[N:19]=[CH:20][C:21]([S:22]([NH:25][C:41](=[O:44])[CH2:42][CH3:43])(=[O:24])=[O:23])=[C:17]2[N:16]=[CH:15][C:14]=1[C:26]([N:28]1[CH2:33][CH2:32][CH:31]([C:34]2[CH:35]=[CH:36][C:37]([F:40])=[CH:38][CH:39]=2)[CH2:30][CH2:29]1)=[O:27]. The yield is 0.870. (3) The reactants are [C:1]1([C:7]([C:15]2[CH:20]=[CH:19][CH:18]=[CH:17][CH:16]=2)([C:9]2[CH:14]=[CH:13][CH:12]=[CH:11][CH:10]=2)[SH:8])[CH:6]=[CH:5][CH:4]=[CH:3][CH:2]=1.Br[CH2:22][C:23]([O:25][CH2:26][CH3:27])=[O:24].C(N(C(C)C)CC)(C)C.CN(C)C=O. The catalyst is C(OCC)(=O)C. The product is [C:7]([S:8][CH2:22][C:23]([O:25][CH2:26][CH3:27])=[O:24])([C:1]1[CH:2]=[CH:3][CH:4]=[CH:5][CH:6]=1)([C:9]1[CH:10]=[CH:11][CH:12]=[CH:13][CH:14]=1)[C:15]1[CH:16]=[CH:17][CH:18]=[CH:19][CH:20]=1. The yield is 0.920. (4) The reactants are [NH2:1][N:2]1[C:11](=[O:12])[C:10]2[C:5](=[CH:6][CH:7]=[CH:8][CH:9]=2)[N:4]=[C:3]1SC.[N:15]1[C:24]2[C:19](=[CH:20][CH:21]=[CH:22][CH:23]=2)[CH:18]=[CH:17][C:16]=1[N:25]1[CH2:30][CH2:29][N:28]([CH2:31][CH2:32][CH2:33][NH2:34])[CH2:27][CH2:26]1. No catalyst specified. The product is [NH2:1][N:2]1[C:11](=[O:12])[C:10]2[C:5](=[CH:6][CH:7]=[CH:8][CH:9]=2)[N:4]=[C:3]1[NH:34][CH2:33][CH2:32][CH2:31][N:28]1[CH2:29][CH2:30][N:25]([C:16]2[CH:17]=[CH:18][C:19]3[C:24](=[CH:23][CH:22]=[CH:21][CH:20]=3)[N:15]=2)[CH2:26][CH2:27]1. The yield is 0.730. (5) The reactants are C[O:2][C:3]([C:5]1([C:8]2[CH:9]=[C:10]3[C:15](=[CH:16][CH:17]=2)[O:14][CH2:13][CH2:12][CH2:11]3)[CH2:7][CH2:6]1)=[O:4].O[Li].[OH2:20].[CH3:21][OH:22]. The catalyst is O. The product is [OH:20][C:11]1([O:22][CH3:21])[C:10]2[C:15](=[CH:16][CH:17]=[C:8]([C:5]3([C:3]([OH:2])=[O:4])[CH2:7][CH2:6]3)[CH:9]=2)[O:14][CH2:13][CH2:12]1. The yield is 0.760. (6) The reactants are [OH:1][C:2]1[CH:7]=[CH:6][C:5]([C:8]2[C:13]([CH3:14])=[N:12][N:11]([CH3:15])[C:10](=[O:16])[CH:9]=2)=[CH:4][CH:3]=1.C([O-])([O-])=O.[K+].[K+].Br[CH2:24][CH2:25][CH2:26][Cl:27]. The catalyst is CC(C)=O. The product is [Cl:27][CH2:26][CH2:25][CH2:24][O:1][C:2]1[CH:7]=[CH:6][C:5]([C:8]2[C:13]([CH3:14])=[N:12][N:11]([CH3:15])[C:10](=[O:16])[CH:9]=2)=[CH:4][CH:3]=1. The yield is 0.980. (7) The reactants are [N:1]1[CH:6]=CC=C(C=O)C=1.ClN1C(=[O:15])CCC1=O.[C:17]([C:25]1[CH:36]=[CH:35][C:28]([C:29]([NH:31][CH2:32][CH:33]=[CH2:34])=[O:30])=[CH:27][CH:26]=1)(=[O:24])[C:18]1[CH:23]=[CH:22][CH:21]=[CH:20][CH:19]=1.C(N(CC)CC)C.[N:44]1[CH:49]=[CH:48][CH:47]=[CH:46][CH:45]=1. The catalyst is C(Cl)(Cl)Cl. The product is [C:17]([C:25]1[CH:26]=[CH:27][C:28]([C:29]([NH:31][CH2:32][CH:33]2[O:15][N:1]=[C:6]([C:46]3[CH:45]=[N:44][CH:49]=[CH:48][CH:47]=3)[CH2:34]2)=[O:30])=[CH:35][CH:36]=1)(=[O:24])[C:18]1[CH:19]=[CH:20][CH:21]=[CH:22][CH:23]=1. The yield is 0.370. (8) The reactants are [Cl:1][C:2]1[CH:3]=[C:4]([CH2:12][CH2:13][C:14]2([CH:22]3[CH2:26][CH2:25][CH2:24][CH2:23]3)[O:19][C:18](=[O:20])[CH2:17][C:16](=[O:21])[CH2:15]2)[CH:5]=[CH:6][C:7]=1[O:8][CH:9]([CH3:11])[CH3:10].[CH3:27][C:28]1[CH:33]=[C:32]([CH3:34])[N:31]2[N:35]=[C:36]([CH:38]=O)[N:37]=[C:30]2[N:29]=1.N(C)C.Cl. The catalyst is CO.C(Cl)Cl. The product is [Cl:1][C:2]1[CH:3]=[C:4]([CH2:12][CH2:13][C:14]2([CH:22]3[CH2:26][CH2:25][CH2:24][CH2:23]3)[O:19][C:18](=[O:20])[C:17]([CH2:38][C:36]3[N:37]=[C:30]4[N:29]=[C:28]([CH3:27])[CH:33]=[C:32]([CH3:34])[N:31]4[N:35]=3)=[C:16]([OH:21])[CH2:15]2)[CH:5]=[CH:6][C:7]=1[O:8][CH:9]([CH3:10])[CH3:11]. The yield is 0.240. (9) The reactants are [O:1]1[CH2:6][CH2:5][CH2:4][CH2:3][CH:2]1[O:7][CH2:8][CH2:9][C:10]#[CH:11].C[N+]1(C)C([C:18](OCC[N+](C)(C)C)=[O:19])CCC1.[I-].[I-].C([Mg]Cl)C.C=O.[Cl-].[NH4+]. The catalyst is C1COCC1. The product is [O:1]1[CH2:6][CH2:5][CH2:4][CH2:3][CH:2]1[O:7][CH2:8][CH2:9][C:10]#[C:11][CH2:18][OH:19]. The yield is 0.880.